This data is from TCR-epitope binding with 47,182 pairs between 192 epitopes and 23,139 TCRs. The task is: Binary Classification. Given a T-cell receptor sequence (or CDR3 region) and an epitope sequence, predict whether binding occurs between them. (1) The epitope is RLRPGGKKK. The TCR CDR3 sequence is CSAGGNTEAFF. Result: 0 (the TCR does not bind to the epitope). (2) The epitope is GLNKIVRMY. The TCR CDR3 sequence is CASSLSGSGRAQSYNEQFF. Result: 0 (the TCR does not bind to the epitope). (3) The epitope is SLFNTVATLY. The TCR CDR3 sequence is CASSPRPNTVTEAFF. Result: 0 (the TCR does not bind to the epitope). (4) The epitope is NLSALGIFST. The TCR CDR3 sequence is CASSIVGHMNTEAFF. Result: 0 (the TCR does not bind to the epitope).